From a dataset of NCI-60 drug combinations with 297,098 pairs across 59 cell lines. Regression. Given two drug SMILES strings and cell line genomic features, predict the synergy score measuring deviation from expected non-interaction effect. (1) Drug 1: C1C(C(OC1N2C=NC3=C2NC=NCC3O)CO)O. Cell line: M14. Synergy scores: CSS=35.3, Synergy_ZIP=-0.726, Synergy_Bliss=-1.71, Synergy_Loewe=-40.1, Synergy_HSA=-0.0755. Drug 2: B(C(CC(C)C)NC(=O)C(CC1=CC=CC=C1)NC(=O)C2=NC=CN=C2)(O)O. (2) Drug 1: CC1OCC2C(O1)C(C(C(O2)OC3C4COC(=O)C4C(C5=CC6=C(C=C35)OCO6)C7=CC(=C(C(=C7)OC)O)OC)O)O. Drug 2: C1=C(C(=O)NC(=O)N1)N(CCCl)CCCl. Cell line: PC-3. Synergy scores: CSS=24.3, Synergy_ZIP=-6.42, Synergy_Bliss=-3.08, Synergy_Loewe=-14.4, Synergy_HSA=0.681.